From a dataset of Reaction yield outcomes from USPTO patents with 853,638 reactions. Predict the reaction yield, written as a fraction of the theoretical maximum amount of product (1.0 means a 100% yield; for example, 0.34 means a 34% yield). The reactants are F[C:2]1[CH:7]=[CH:6][N:5]2[C:8]([C:11]([NH:13][C:14]3[CH:22]=[CH:21][CH:20]=[C:19]4[C:15]=3[C:16]([CH3:33])=[N:17][N:18]4[CH2:23][C:24]3[CH:29]=[CH:28][CH:27]=[C:26]([CH:30]([CH3:32])[CH3:31])[N:25]=3)=[O:12])=[CH:9][N:10]=[C:4]2[CH:3]=1.[CH3:34][O:35][CH2:36][CH2:37][N:38]1[CH2:43][CH2:42][N:41]([CH2:44][CH2:45][OH:46])[CH2:40][CH2:39]1.O1CCN(CCO)CC1. No catalyst specified. The yield is 0.410. The product is [CH:30]1([C:26]2[N:25]=[C:24]([CH2:23][N:18]3[C:19]4[C:15](=[C:14]([NH:13][C:11]([C:8]5[N:5]6[CH:6]=[CH:7][C:2]([O:46][CH2:45][CH2:44][N:41]7[CH2:42][CH2:43][N:38]([CH2:37][CH2:36][O:35][CH3:34])[CH2:39][CH2:40]7)=[CH:3][C:4]6=[N:10][CH:9]=5)=[O:12])[CH:22]=[CH:21][CH:20]=4)[C:16]([CH3:33])=[N:17]3)[CH:29]=[CH:28][CH:27]=2)[CH2:31][CH2:32]1.